This data is from Forward reaction prediction with 1.9M reactions from USPTO patents (1976-2016). The task is: Predict the product of the given reaction. Given the reactants [O:1]=[C:2]1[O:7][C:6](=[O:8])[CH:5]2[C:3]1([C:9]#[N:10])[CH2:4]2.[NH2:11][C:12]1[CH:17]=[CH:16][C:15]([N:18]2[CH:23]=[CH:22][CH:21]=[CH:20][C:19]2=[O:24])=[CH:14][C:13]=1[F:25], predict the reaction product. The product is: [C:9]([C:3]1([C:2]([OH:7])=[O:1])[CH2:4][CH:5]1[C:6](=[O:8])[NH:11][C:12]1[CH:17]=[CH:16][C:15]([N:18]2[CH:23]=[CH:22][CH:21]=[CH:20][C:19]2=[O:24])=[CH:14][C:13]=1[F:25])#[N:10].